Dataset: Peptide-MHC class I binding affinity with 185,985 pairs from IEDB/IMGT. Task: Regression. Given a peptide amino acid sequence and an MHC pseudo amino acid sequence, predict their binding affinity value. This is MHC class I binding data. The peptide sequence is LERIKANIF. The MHC is HLA-B15:01 with pseudo-sequence HLA-B15:01. The binding affinity (normalized) is 0.369.